Dataset: Reaction yield outcomes from USPTO patents with 853,638 reactions. Task: Predict the reaction yield, written as a fraction of the theoretical maximum amount of product (1.0 means a 100% yield; for example, 0.34 means a 34% yield). (1) The reactants are [Cl:1][C:2]1[C:10]([CH3:11])=[CH:9][CH:8]=[CH:7][C:3]=1[C:4](O)=[O:5].[CH3:12][NH:13][O:14][CH3:15].CCN(CC)CC.CCCP1(OP(CCC)(=O)OP(CCC)(=O)O1)=O. The catalyst is C(Cl)Cl. The product is [Cl:1][C:2]1[C:10]([CH3:11])=[CH:9][CH:8]=[CH:7][C:3]=1[C:4]([N:13]([O:14][CH3:15])[CH3:12])=[O:5]. The yield is 0.950. (2) The reactants are Cl[C:2]1[N:3]=[C:4]([CH2:13][CH2:14][CH2:15][NH2:16])[C:5]2[S:10](=[O:12])(=[O:11])[CH2:9][CH2:8][C:6]=2[N:7]=1.[Cl:17][C:18]1[CH:23]=[CH:22][C:21]([N:24]2[CH2:29][CH2:28][NH:27][CH2:26][CH2:25]2)=[CH:20][CH:19]=1. The catalyst is O1CCOCC1. The product is [Cl:17][C:18]1[CH:19]=[CH:20][C:21]([N:24]2[CH2:29][CH2:28][N:27]([C:2]3[N:3]=[C:4]([CH2:13][CH2:14][CH2:15][NH2:16])[C:5]4[S:10](=[O:12])(=[O:11])[CH2:9][CH2:8][C:6]=4[N:7]=3)[CH2:26][CH2:25]2)=[CH:22][CH:23]=1. The yield is 0.700. (3) The reactants are [CH3:1][C:2]([CH3:16])([CH3:15])[CH2:3][NH:4][C@H:5]([C:9]1[CH:14]=[CH:13][CH:12]=[CH:11][CH:10]=1)[C:6]([NH2:8])=[O:7].C(N(CC)CC)C.[Cl:24][C:25]1[CH:30]=[CH:29][C:28]([S:31](Cl)(=[O:33])=[O:32])=[CH:27][CH:26]=1. The catalyst is ClCCl.C(=O)(O)[O-].[Na+]. The product is [Cl:24][C:25]1[CH:30]=[CH:29][C:28]([S:31]([N:4]([CH:5]([C:9]2[CH:14]=[CH:13][CH:12]=[CH:11][CH:10]=2)[C:6]([NH2:8])=[O:7])[CH2:3][C:2]([CH3:16])([CH3:15])[CH3:1])(=[O:33])=[O:32])=[CH:27][CH:26]=1. The yield is 0.0300. (4) No catalyst specified. The reactants are [CH3:1][O:2][C:3]([C:5]1[N:6]=[C:7](Br)[C:8]2[C:13]([C:14]=1[OH:15])=[CH:12][CH:11]=[C:10]([O:16][C:17]1[CH:22]=[CH:21][CH:20]=[CH:19][CH:18]=1)[CH:9]=2)=[O:4].O.CCOC(C)=O.Cl.[CH3:32][N:33]1CCCC1=O. The product is [CH3:1][O:2][C:3]([C:5]1[N:6]=[C:7]([C:32]#[N:33])[C:8]2[C:13]([C:14]=1[OH:15])=[CH:12][CH:11]=[C:10]([O:16][C:17]1[CH:22]=[CH:21][CH:20]=[CH:19][CH:18]=1)[CH:9]=2)=[O:4]. The yield is 0.700. (5) The reactants are [C:1]1([S:7]([N:10]2[C:18]3[C:13](=[CH:14][CH:15]=[CH:16][CH:17]=3)[C:12]([CH:19]=[O:20])=[C:11]2Cl)(=[O:9])=[O:8])[CH:6]=[CH:5][CH:4]=[CH:3][CH:2]=1.[NH:22]1[CH2:27][CH2:26][NH:25][CH2:24][CH2:23]1. No catalyst specified. The product is [C:1]1([S:7]([N:10]2[C:18]3[C:13](=[CH:14][CH:15]=[CH:16][CH:17]=3)[C:12]([CH:19]=[O:20])=[C:11]2[N:22]2[CH2:27][CH2:26][NH:25][CH2:24][CH2:23]2)(=[O:9])=[O:8])[CH:6]=[CH:5][CH:4]=[CH:3][CH:2]=1. The yield is 0.450.